Predict the product of the given reaction. From a dataset of Forward reaction prediction with 1.9M reactions from USPTO patents (1976-2016). (1) Given the reactants [NH2:1][C@H:2]([C:8]1[CH:13]=[CH:12][C:11]([O:14][CH3:15])=[C:10]([O:16][CH3:17])[CH:9]=1)[CH2:3][C:4]([O:6]C)=[O:5].[OH-].[Na+], predict the reaction product. The product is: [NH2:1][C@H:2]([C:8]1[CH:13]=[CH:12][C:11]([O:14][CH3:15])=[C:10]([O:16][CH3:17])[CH:9]=1)[CH2:3][C:4]([OH:6])=[O:5]. (2) Given the reactants [NH2:1][C:2]1[CH:19]=[CH:18][C:5]2[N:6]=[C:7]([NH:9][C:10](=[O:17])[C:11]3[CH:16]=[CH:15][CH:14]=[CH:13][CH:12]=3)[S:8][C:4]=2[CH:3]=1.Cl[C:21]1[N:29]=[CH:28][N:27]=[C:26]2[C:22]=1[NH:23][CH:24]=[N:25]2, predict the reaction product. The product is: [N:29]1[C:21]([NH:1][C:2]2[CH:19]=[CH:18][C:5]3[N:6]=[C:7]([NH:9][C:10](=[O:17])[C:11]4[CH:16]=[CH:15][CH:14]=[CH:13][CH:12]=4)[S:8][C:4]=3[CH:3]=2)=[C:22]2[C:26]([N:25]=[CH:24][NH:23]2)=[N:27][CH:28]=1. (3) Given the reactants [CH2:1](O)[C@H:2]1[O:7][C@H:6]([O:8][C@:9]2(CO)O[C@H](CO)[C@@H](O)[C@@H]2O)[C@H:5](O)[C@@H:4](O)[C@@H:3]1O.[C:24]([O-])(=O)[CH2:25][CH2:26][CH2:27][CH2:28][CH2:29][CH2:24][CH2:25][CH2:26][CH2:27][CH2:28][CH2:29][CH2:24][CH2:25][CH2:26][CH2:27][CH2:28][CH3:29].[Na+].OO, predict the reaction product. The product is: [C:6]([O:8][CH3:9])(=[O:7])[CH2:5][CH2:4][CH2:3][CH2:2][CH2:1][CH2:24][CH2:25][CH2:26][CH2:27][CH2:28][CH3:29]. (4) Given the reactants C(O[C:6](=[O:30])[NH:7][C@@H:8]([CH2:23][C:24]1[CH:29]=[CH:28][CH:27]=[CH:26][CH:25]=1)[C@@H:9]([OH:22])[CH2:10][C@H:11]([C:13](=[O:21])[NH:14][CH2:15][CH2:16][C:17]([CH3:20])(C)C)[CH3:12])(C)(C)C.C1(N)CCC1.[F:36][C:37]1[C:60]([N:61]2[CH2:65][CH2:64][CH2:63][C:62]2=[O:66])=[CH:59][C:58]([N:67]2[CH2:71][CH2:70][CH2:69][C:68]2=[O:72])=[CH:57][C:38]=1C(N[C@H]([C@@H]1C[C@@H](C)C(=O)O1)CC1C=CC=CC=1)=O, predict the reaction product. The product is: [CH2:23]([C@H:8]([NH:7][C:6](=[O:30])[C:38]1[CH:57]=[C:58]([N:67]2[CH2:71][CH2:70][CH2:69][C:68]2=[O:72])[CH:59]=[C:60]([N:61]2[CH2:65][CH2:64][CH2:63][C:62]2=[O:66])[C:37]=1[F:36])[C@@H:9]([OH:22])[CH2:10][C@H:11]([C:13](=[O:21])[NH:14][CH:15]1[CH2:16][CH2:17][CH2:20]1)[CH3:12])[C:24]1[CH:25]=[CH:26][CH:27]=[CH:28][CH:29]=1. (5) Given the reactants C([O-])([O-])=O.[K+].[K+].[N+:7]([C:10]1[S:11][CH:12]=[CH:13][C:14]=1[CH:15]=O)([O-:9])=[O:8].C([N:20]1[CH2:25][C:24](=[O:26])[N:23]([C:27](=[O:29])[CH3:28])[C:22]([CH2:31][C:32]2[CH:37]=[CH:36][CH:35]=[CH:34][CH:33]=2)([CH3:30])[C:21]1=[O:38])(=O)C, predict the reaction product. The product is: [C:27]([N:23]1[C:22]([CH2:31][C:32]2[CH:37]=[CH:36][CH:35]=[CH:34][CH:33]=2)([CH3:30])[C:21](=[O:38])[NH:20]/[C:25](=[CH:15]\[C:14]2[CH:13]=[CH:12][S:11][C:10]=2[N+:7]([O-:9])=[O:8])/[C:24]1=[O:26])(=[O:29])[CH3:28]. (6) The product is: [C:29]([O:28][C:26]([N:18]1[CH2:21][CH2:20][C@H:19]1[C:22]([OH:24])=[O:23])=[O:27])([CH3:32])([CH3:31])[CH3:30]. Given the reactants C[O-].[Li+].CO.[N+](C1C=CC=CC=1S([N:18]1[CH2:21][CH2:20][C@H:19]1[C:22]([OH:24])=[O:23])(=O)=O)([O-])=O.Cl.[C:26](O[C:26]([O:28][C:29]([CH3:32])([CH3:31])[CH3:30])=[O:27])([O:28][C:29]([CH3:32])([CH3:31])[CH3:30])=[O:27], predict the reaction product.